From a dataset of Full USPTO retrosynthesis dataset with 1.9M reactions from patents (1976-2016). Predict the reactants needed to synthesize the given product. (1) Given the product [C:1]1([C:16]2[CH:21]=[CH:20][CH:19]=[CH:18][CH:17]=2)[CH:6]=[CH:5][CH:4]=[CH:3][C:2]=1[CH:7]1[N:15]([CH2:31][C:30]2[CH:33]=[CH:34][CH:35]=[C:28]([C:26]3[N:27]=[C:23]([CH3:22])[S:24][CH:25]=3)[CH:29]=2)[C:11](=[O:13])[CH2:10][CH2:9][CH2:8]1, predict the reactants needed to synthesize it. The reactants are: [C:1]1([C:16]2[CH:21]=[CH:20][CH:19]=[CH:18][CH:17]=2)[CH:6]=[CH:5][CH:4]=[CH:3][C:2]=1[CH:7]([NH2:15])[CH2:8][CH2:9][CH2:10][C:11]([O:13]C)=O.[CH3:22][C:23]1[S:24][CH:25]=[C:26]([C:28]2[CH:29]=[C:30]([CH:33]=[CH:34][CH:35]=2)[CH:31]=O)[N:27]=1. (2) Given the product [Cl:1][C:2]1[CH:10]=[C:6]2[C:5](=[CH:4][CH:3]=1)[N:11]=[C:39]([CH3:40])[N:38]([C:28]1[CH:29]=[CH:30][CH:31]=[CH:32][CH:33]=1)[C:7]2=[O:9], predict the reactants needed to synthesize it. The reactants are: [Cl:1][C:2]1[CH:10]=[C:6]([C:7]([OH:9])=O)[C:5]([NH2:11])=[CH:4][CH:3]=1.P(O[C:28]1[CH:33]=[CH:32][CH:31]=[CH:30][CH:29]=1)(O[C:28]1[CH:33]=[CH:32][CH:31]=[CH:30][CH:29]=1)O[C:28]1[CH:33]=[CH:32][CH:31]=[CH:30][CH:29]=1.C(Cl)(=O)C.[NH2:38][C:39]1C=CC=C[CH:40]=1. (3) Given the product [CH:24]([N:8]1[CH2:7][CH2:6][C:5]2[N:1]=[C:2]([C:11]3[C:12]([CH3:22])=[CH:13][C:14]([CH3:21])=[C:15]([CH:20]=3)[C:16]([O:18][CH3:19])=[O:17])[NH:3][C:4]=2[CH2:10][CH2:9]1)([CH3:26])[CH3:25], predict the reactants needed to synthesize it. The reactants are: [NH:1]1[C:5]2[CH2:6][CH2:7][NH:8][CH2:9][CH2:10][C:4]=2[N:3]=[C:2]1[C:11]1[C:12]([CH3:22])=[CH:13][C:14]([CH3:21])=[C:15]([CH:20]=1)[C:16]([O:18][CH3:19])=[O:17].Br[CH:24]([CH3:26])[CH3:25].C(N(CC)C(C)C)(C)C. (4) Given the product [O:11]=[C:9]1[NH:8][C:7]2[CH:12]=[C:3]([C:2]([F:14])([F:1])[F:13])[CH:4]=[CH:5][C:6]=2[S:10]1.[CH3:23][CH2:22][CH:21]([C:9]([NH2:8])=[O:11])[CH2:20][CH2:19][CH3:18], predict the reactants needed to synthesize it. The reactants are: [F:1][C:2]([F:14])([F:13])[C:3]1[CH:4]=[CH:5][C:6]2[S:10][C:9](=[O:11])[NH:8][C:7]=2[CH:12]=1.N([CH2:18][CH2:19][CH2:20][CH2:21][CH2:22][CH3:23])=C=O. (5) Given the product [CH3:2][O:3][CH:4]=[CH:34][C:33]1[CH:36]=[CH:37][C:30]([CH3:29])=[CH:31][CH:32]=1, predict the reactants needed to synthesize it. The reactants are: [Cl-].[CH3:2][O:3][CH2:4][P+](C1C=CC=CC=1)(C1C=CC=CC=1)C1C=CC=CC=1.C([Li])CCC.[CH3:29][C:30]1[CH:37]=[CH:36][C:33]([CH:34]=O)=[CH:32][CH:31]=1.[Cl-].[Na+]. (6) Given the product [Br:11][CH2:8][C:6]1[CH:5]=[CH:4][N:3]=[C:2]([Cl:1])[CH:7]=1, predict the reactants needed to synthesize it. The reactants are: [Cl:1][C:2]1[CH:7]=[C:6]([CH2:8]O)[CH:5]=[CH:4][N:3]=1.P(Br)(Br)[Br:11]. (7) Given the product [F:29][C:23]1[CH:24]=[C:25]([F:28])[CH:26]=[CH:27][C:22]=1[CH2:21][CH2:20][C:15]1[CH:16]=[C:17]2[C:12](=[N:13][C:14]=1[O:30][CH3:31])[N:11]([C@H:32]([CH2:36][OH:37])[CH:33]([CH3:34])[CH3:35])[CH:10]=[C:9]([C:7]([OH:8])=[O:6])[C:18]2=[O:19], predict the reactants needed to synthesize it. The reactants are: C[O-].[Na+].C([O:6][C:7]([C:9]1[C:18](=[O:19])[C:17]2[C:12](=[N:13][C:14]([O:30][CH3:31])=[C:15]([CH2:20][CH2:21][C:22]3[CH:27]=[CH:26][C:25]([F:28])=[CH:24][C:23]=3[F:29])[CH:16]=2)[N:11]([C@H:32]([C:36](C)(C)[O:37][SiH2]C(C)(C)C)[CH:33]([CH3:35])[CH3:34])[CH:10]=1)=[O:8])C.